Dataset: M1 muscarinic receptor agonist screen with 61,833 compounds. Task: Binary Classification. Given a drug SMILES string, predict its activity (active/inactive) in a high-throughput screening assay against a specified biological target. (1) The drug is S(CC(=O)N1CCN(CC1)c1ccccc1)c1n(c(nn1)c1oc2c(c1)cccc2)C. The result is 0 (inactive). (2) The compound is S(CC(=O)N1CCOCC1)Cc1nc(oc1C)c1ccc(SC)cc1. The result is 0 (inactive). (3) The drug is O(CC(O)COc1ccc(OC)cc1)c1ccc(OC)cc1. The result is 0 (inactive). (4) The molecule is O(C(CN1CCCC1)C)C(=O)COc1ccccc1. The result is 0 (inactive). (5) The compound is S(c1n(c(nn1)c1ncccc1)C)CC(=O)Nc1cc2OCCOc2cc1. The result is 0 (inactive). (6) The drug is o1c2c(c3CCCc3c1=O)ccc(OCC(=O)NCC(C)C)c2. The result is 0 (inactive). (7) The compound is s1\c(n(c(c1)C)c1ccccc1)=C(/C(=O)N1CCCCC1)C#N. The result is 0 (inactive).